The task is: Regression. Given a peptide amino acid sequence and an MHC pseudo amino acid sequence, predict their binding affinity value. This is MHC class I binding data.. This data is from Peptide-MHC class I binding affinity with 185,985 pairs from IEDB/IMGT. (1) The peptide sequence is AYATAQEAY. The MHC is HLA-A26:01 with pseudo-sequence HLA-A26:01. The binding affinity (normalized) is 0.0137. (2) The peptide sequence is IFDDLQGSL. The MHC is HLA-A69:01 with pseudo-sequence HLA-A69:01. The binding affinity (normalized) is 0.0847. (3) The peptide sequence is LPVEYLQVP. The MHC is HLA-A02:12 with pseudo-sequence HLA-A02:12. The binding affinity (normalized) is 0.0847. (4) The peptide sequence is NSVANRSKQK. The MHC is HLA-A68:01 with pseudo-sequence HLA-A68:01. The binding affinity (normalized) is 0.414. (5) The peptide sequence is MPGTRKVMEI. The MHC is HLA-B53:01 with pseudo-sequence HLA-B53:01. The binding affinity (normalized) is 0.599. (6) The peptide sequence is KGGLEGIY. The MHC is Mamu-B52 with pseudo-sequence Mamu-B52. The binding affinity (normalized) is 0.393.